Dataset: Full USPTO retrosynthesis dataset with 1.9M reactions from patents (1976-2016). Task: Predict the reactants needed to synthesize the given product. (1) Given the product [C:21]1([CH2:20][CH2:19][C:18]2[O:27][C:14]3[C:15]4[CH:7]([CH2:6][CH2:5][NH:4][C:1](=[O:3])[CH3:2])[CH2:8][CH2:9][C:10]=4[CH:11]=[CH:12][C:13]=3[N:17]=2)[CH:26]=[CH:25][CH:24]=[CH:23][CH:22]=1, predict the reactants needed to synthesize it. The reactants are: [C:1]([NH:4][CH2:5][CH2:6][CH:7]1[C:15]2[C:10](=[CH:11][CH:12]=[C:13]([NH:17][C:18](=[O:27])[CH2:19][CH2:20][C:21]3[CH:26]=[CH:25][CH:24]=[CH:23][CH:22]=3)[C:14]=2O)[CH2:9][CH2:8]1)(=[O:3])[CH3:2].C1(C)C=CC(S([O-])(=O)=O)=CC=1.[NH+]1C=CC=CC=1. (2) Given the product [N:33]1([C:30]2[CH:31]=[CH:32][C:9]([NH:8][C:6]([C:5]3[CH:4]=[C:3]([CH:41]=[CH:40][CH:39]=3)[CH2:2][S:42][C:43]3[CH:51]=[CH:50][C:46]([C:47]([OH:49])=[O:48])=[CH:45][CH:44]=3)=[O:7])=[C:10]([C:11](=[O:12])[NH:13][C:14]3[CH:18]=[CH:17][N:16]([C:19]4[CH:24]=[CH:23][CH:22]=[C:21]([C:25]([F:27])([F:28])[F:26])[CH:20]=4)[N:15]=3)[CH:29]=2)[CH2:34][CH2:35][CH2:36][CH2:37][CH2:38]1, predict the reactants needed to synthesize it. The reactants are: Cl[CH2:2][C:3]1[CH:4]=[C:5]([CH:39]=[CH:40][CH:41]=1)[C:6]([NH:8][C:9]1[CH:32]=[CH:31][C:30]([N:33]2[CH2:38][CH2:37][CH2:36][CH2:35][CH2:34]2)=[CH:29][C:10]=1[C:11]([NH:13][C:14]1[CH:18]=[CH:17][N:16]([C:19]2[CH:24]=[CH:23][CH:22]=[C:21]([C:25]([F:28])([F:27])[F:26])[CH:20]=2)[N:15]=1)=[O:12])=[O:7].[SH:42][C:43]1[CH:51]=[CH:50][C:46]([C:47]([OH:49])=[O:48])=[CH:45][CH:44]=1.C(=O)([O-])[O-].[K+].[K+].